Dataset: Catalyst prediction with 721,799 reactions and 888 catalyst types from USPTO. Task: Predict which catalyst facilitates the given reaction. (1) Reactant: Cl[C:2]1[N:7]2[N:8]=[C:9]([CH3:11])[CH:10]=[C:6]2[N:5]=[C:4]([NH:12][C:13](=[O:24])[C:14]2[CH:19]=[CH:18][C:17]([C:20]([OH:23])([CH3:22])[CH3:21])=[CH:16][CH:15]=2)[CH:3]=1.Cl.C(S(N1[CH2:37][CH2:36][NH:35][CH2:34][CH2:33]1)(=O)=O)CC.C(N(CC)C(C)C)(C)C.CN([CH:50]=[O:51])C. Product: [OH:23][C:20]([C:17]1[CH:18]=[CH:19][C:14]([C:13]([NH:12][C:4]2[CH:3]=[C:2]([N:35]3[CH2:36][CH2:37][CH2:50][O:51][CH2:33][CH2:34]3)[N:7]3[N:8]=[C:9]([CH3:11])[CH:10]=[C:6]3[N:5]=2)=[O:24])=[CH:15][CH:16]=1)([CH3:22])[CH3:21]. The catalyst class is: 376. (2) Reactant: [Cl:1][C:2]1[CH:11]=[C:10]([N+:12]([O-])=O)[CH:9]=[C:8]([Cl:15])[C:3]=1[C:4]([O:6][CH3:7])=[O:5].O.O.[Sn](Cl)Cl. Product: [NH2:12][C:10]1[CH:9]=[C:8]([Cl:15])[C:3]([C:4]([O:6][CH3:7])=[O:5])=[C:2]([Cl:1])[CH:11]=1. The catalyst class is: 3. (3) Reactant: [Cl:1][C:2]1[N:3]=[C:4]([CH3:30])[NH:5][C:6]=1[C:7]([NH:9][CH2:10][C:11]1[CH:16]=[CH:15][C:14]([Cl:17])=[C:13]([O:18][C:19]2[CH:24]=[C:23]([CH:25]=[O:26])[CH:22]=[C:21]([C:27]#[N:28])[CH:20]=2)[C:12]=1[F:29])=[O:8].[BH4-].[Na+].C(=O)(O)[O-].[Na+]. Product: [Cl:1][C:2]1[N:3]=[C:4]([CH3:30])[NH:5][C:6]=1[C:7]([NH:9][CH2:10][C:11]1[CH:16]=[CH:15][C:14]([Cl:17])=[C:13]([O:18][C:19]2[CH:24]=[C:23]([CH2:25][OH:26])[CH:22]=[C:21]([C:27]#[N:28])[CH:20]=2)[C:12]=1[F:29])=[O:8]. The catalyst class is: 191. (4) The catalyst class is: 8. Product: [CH2:10]([O:12][C:13]([C:14]1[CH:21]=[N:9][N:8]([CH:2]2[CH2:7][CH2:6][CH2:5][CH2:4][CH2:3]2)[C:15]=1[C:16]([F:17])([F:18])[F:19])=[O:25])[CH3:11]. Reactant: Cl.[CH:2]1([NH:8][NH2:9])[CH2:7][CH2:6][CH2:5][CH2:4][CH2:3]1.[CH2:10]([O:12][C:13](=[O:25])[C:14](=[CH:21]N(C)C)[C:15](=O)[C:16]([F:19])([F:18])[F:17])[CH3:11].C([O-])(=O)C.[Na+]. (5) Reactant: [Cl:1][C:2]1[CH:7]=[CH:6][C:5]([CH:8]([C:43]2[CH:48]=[CH:47][C:46]([Cl:49])=[CH:45][CH:44]=2)[C:9]2[CH:10]=[C:11]3[C:16](=[C:17]([NH:19][CH2:20][CH2:21][CH2:22][C:23]([O:25]CC)=O)[CH:18]=2)[NH:15][C:14](=[O:28])[CH:13]=[C:12]3[NH:29][CH:30]2[CH2:35][CH2:34][N:33]([S:36]([C:39]([F:42])([F:41])[F:40])(=[O:38])=[O:37])[CH2:32][CH2:31]2)=[CH:4][CH:3]=1.[OH-].[Na+]. Product: [Cl:49][C:46]1[CH:45]=[CH:44][C:43]([CH:8]([C:5]2[CH:6]=[CH:7][C:2]([Cl:1])=[CH:3][CH:4]=2)[C:9]2[CH:10]=[C:11]3[C:16](=[C:17]([N:19]4[CH2:20][CH2:21][CH2:22][C:23]4=[O:25])[CH:18]=2)[NH:15][C:14](=[O:28])[CH:13]=[C:12]3[NH:29][CH:30]2[CH2:35][CH2:34][N:33]([S:36]([C:39]([F:41])([F:42])[F:40])(=[O:38])=[O:37])[CH2:32][CH2:31]2)=[CH:48][CH:47]=1. The catalyst class is: 1.